This data is from TCR-epitope binding with 47,182 pairs between 192 epitopes and 23,139 TCRs. The task is: Binary Classification. Given a T-cell receptor sequence (or CDR3 region) and an epitope sequence, predict whether binding occurs between them. (1) Result: 1 (the TCR binds to the epitope). The TCR CDR3 sequence is CASSAEGAEQFF. The epitope is GTSGSPIIDK. (2) The epitope is TLIGDCATV. The TCR CDR3 sequence is CASSDSPGLHGYTF. Result: 1 (the TCR binds to the epitope).